From a dataset of Peptide-MHC class I binding affinity with 185,985 pairs from IEDB/IMGT. Regression. Given a peptide amino acid sequence and an MHC pseudo amino acid sequence, predict their binding affinity value. This is MHC class I binding data. (1) The peptide sequence is QRHPNFPSK. The MHC is HLA-B57:01 with pseudo-sequence HLA-B57:01. The binding affinity (normalized) is 0.0847. (2) The peptide sequence is TYLQSLASL. The MHC is HLA-B44:02 with pseudo-sequence HLA-B44:02. The binding affinity (normalized) is 0.213. (3) The peptide sequence is QMEQWGCPW. The MHC is HLA-B57:01 with pseudo-sequence HLA-B57:01. The binding affinity (normalized) is 0.205. (4) The peptide sequence is IASGQRCHFI. The MHC is HLA-A68:02 with pseudo-sequence HLA-A68:02. The binding affinity (normalized) is 0.229. (5) The peptide sequence is ETMKPAAMV. The MHC is HLA-A02:12 with pseudo-sequence HLA-A02:12. The binding affinity (normalized) is 0.272.